Dataset: Forward reaction prediction with 1.9M reactions from USPTO patents (1976-2016). Task: Predict the product of the given reaction. (1) Given the reactants FC(F)(F)C(O)=O.[F:8][CH:9]([F:23])[C:10]1[N:11]=[CH:12][C:13]([C:16]([O:18]C(C)(C)C)=[O:17])=[N:14][CH:15]=1.CCOCC.[OH-].[Na+], predict the reaction product. The product is: [F:23][CH:9]([F:8])[C:10]1[N:11]=[CH:12][C:13]([C:16]([OH:18])=[O:17])=[N:14][CH:15]=1. (2) Given the reactants [Cl:1][C:2]1[C:6]([CH2:7][OH:8])=[C:5]([C:9]2[CH:14]=[CH:13][CH:12]=[CH:11][C:10]=2[CH3:15])[S:4][N:3]=1.[CH2:16]([C:18]1[CH:23]=[C:22](O)[CH:21]=[CH:20][C:19]=1[CH2:25][CH2:26][C:27]([O:29][CH2:30][CH3:31])=[O:28])[CH3:17].C1CCN(C(N=NC(N2CCCCC2)=O)=O)CC1.P(CCCC)(CCCC)CCCC, predict the reaction product. The product is: [Cl:1][C:2]1[C:6]([CH2:7][O:8][C:22]2[CH:21]=[CH:20][C:19]([CH2:25][CH2:26][C:27]([O:29][CH2:30][CH3:31])=[O:28])=[C:18]([CH2:16][CH3:17])[CH:23]=2)=[C:5]([C:9]2[CH:14]=[CH:13][CH:12]=[CH:11][C:10]=2[CH3:15])[S:4][N:3]=1. (3) Given the reactants [CH2:1]([N:8]1[CH2:12][CH2:11][CH2:10][CH:9]1[CH2:13]O)[C:2]1[CH:7]=[CH:6][CH:5]=[CH:4][CH:3]=1.S(Cl)([Cl:17])=O, predict the reaction product. The product is: [Cl-:17].[CH2:1]([NH+:8]1[CH2:12][CH2:11][CH2:10][CH:9]1[CH2:13][Cl:17])[C:2]1[CH:7]=[CH:6][CH:5]=[CH:4][CH:3]=1.